From a dataset of Experimentally validated miRNA-target interactions with 360,000+ pairs, plus equal number of negative samples. Binary Classification. Given a miRNA mature sequence and a target amino acid sequence, predict their likelihood of interaction. (1) The miRNA is rno-miR-375-3p with sequence UUUGUUCGUUCGGCUCGCGUGA. The protein sequence of the target gene is MEDIDQSSLVSSSADSPPRPPPAFKYQFVTEPEDEEDEEDEEEEEDDEDLEELEVLERKPAAGLSAAPVPPAAAPLLDFSSDSVPPAPRGPLPAAPPTAPERQPSWERSPAASAPSLPPAAAVLPSKLPEDDEPPARPPAPAGASPLAEPAAPPSTPAAPKRRGSGSVDETLFALPAASEPVIPSSAEKIMDLKEQPGNTVSSGQEDFPSVLFETAASLPSLSPLSTVSFKEHGYLGNLSAVASTEGTIEETLNEASRELPERATNPFVNRESAEFSVLEYSEMGSSFNGSPKGESAMLV.... Result: 0 (no interaction). (2) The miRNA is hsa-miR-154-3p with sequence AAUCAUACACGGUUGACCUAUU. The protein sequence of the target gene is MWRGVPGCLRDIVQWQVALWSHSFVRTWGSCGKAMTEALSAQAEAAGGLKALVQPNGDAGSNTSGEPLLERLEPAAVGKQVPESGDQAQGGEGQLPSNGEQTPAPVADSGKRKKRRGATGERVVPPPKKRRTGVSFSDEHFAETTYYFEGGLRKVRPYYFDFQTYCKGRWVGRSLLHVFSTEFRSQPLSYYEAAVRAGRLHLNEEPVQDLSIVLKDNDFLRNTVHRHEPPVTAEPIHLLAENNDVVVIDKPSSIPVHPCGRFRHNTVIFILGKEHQLKELHPLHRLDRLTSGVLMFAKTA.... Result: 0 (no interaction). (3) The miRNA is hsa-miR-654-3p with sequence UAUGUCUGCUGACCAUCACCUU. Result: 1 (interaction). The protein sequence of the target gene is MTAKNVGLTSTNAEVRGFIDQNLSPTKGNISFVAFPVSNTNSPTKILPKTLGPINVNVGPQMIISTPQRLTSSGSVLIGSPYTPAPAMVTQTHIAEATGWVPGDRKRARKFIDSDFSESKRSKKGDKNGKGLRHFSMKVCEKVQRKGTTSYNEVADELVSEFTNSNNHLAADSAYDQKNIRRRVYDALNVLMAMNIISKEKKEIKWIGLPTNSAQECQNLEIEKQRRIERIKQKRAQLQELLLQQIAFKNLVQRNRQNEQQNQGPPALNSTIQLPFIIINTSRKTVIDCSISSDKFEYLF.... (4) Result: 1 (interaction). The protein sequence of the target gene is MSKSESPKEPEQLRKLFIGGLSFETTDESLRSHFEQWGTLTDCVVMRDPNTKRSRGFGFVTYATVEEVDAAMNARPHKVDGRVVEPKRAVSREDSQRPGAHLTVKKIFVGGIKEDTEEHHLRDYFEQYGKIEVIEIMTDRGSGKKRGFAFVTFDDHDSVDKIVIQKYHTVNGHNCEVRKALSKQEMASASSSQRGRSGSGNFGGGRGGGFGGNDNFGRGGNFSGRGGFGGSRGGGGYGGSGDGYNGFGNDGGYGGGGPGYSGGSRGYGSGGQGYGNQGSGYGGSGSYDSYNNGGGGGFGG.... The miRNA is hsa-miR-4715-3p with sequence GUGCCACCUUAACUGCAGCCAAU. (5) The miRNA is hsa-miR-20a-3p with sequence ACUGCAUUAUGAGCACUUAAAG. The protein sequence of the target gene is MSFTTRSTFSTNYRSLGSVQAPSYGARPVSSAASVYAGAGGSGSRISVSRSTSFRGGMGSGGLATGIAGGLAGMGGIQNEKETMQSLNDRLASYLDRVRSLETENRRLESKIREHLEKKGPQVRDWSHYFKIIEDLRAQIFANTVDNARIVLQIDNARLAADDFRVKYETELAMRQSVENDIHGLRKVIDDTNITRLQLETEIEALKEELLFMKKNHEEEVKGLQAQIASSGLTVEVDAPKSQDLAKIMADIRAQYDELARKNREELDKYWSQQIEESTTVVTTQSAEVGAAETTLTELR.... Result: 0 (no interaction).